Dataset: Reaction yield outcomes from USPTO patents with 853,638 reactions. Task: Predict the reaction yield, written as a fraction of the theoretical maximum amount of product (1.0 means a 100% yield; for example, 0.34 means a 34% yield). (1) The reactants are [CH3:1][N:2]1[CH2:7][CH2:6][NH:5][CH2:4][CH2:3]1.CS([C:12]1[N:17]=[C:16]([Sn:18]([CH2:27][CH2:28][CH2:29][CH3:30])([CH2:23][CH2:24][CH2:25][CH3:26])[CH2:19][CH2:20][CH2:21][CH3:22])[CH:15]=[CH:14][N:13]=1)(=O)=O.O1CCOCC1. The catalyst is O. The product is [CH3:1][N:2]1[CH2:7][CH2:6][N:5]([C:12]2[N:17]=[C:16]([Sn:18]([CH2:23][CH2:24][CH2:25][CH3:26])([CH2:27][CH2:28][CH2:29][CH3:30])[CH2:19][CH2:20][CH2:21][CH3:22])[CH:15]=[CH:14][N:13]=2)[CH2:4][CH2:3]1. The yield is 0.560. (2) The reactants are C([O:3][C:4]([C:6]1[CH:13]=[CH:12][C:9]([C:10]#[N:11])=[CH:8][N:7]=1)=[CH2:5])C. The catalyst is C1COCC1.Cl. The product is [C:4]([C:6]1[CH:13]=[CH:12][C:9]([C:10]#[N:11])=[CH:8][N:7]=1)(=[O:3])[CH3:5]. The yield is 0.650. (3) The reactants are C[O:2][C:3](=[O:22])[C:4]1[CH:9]=[C:8]([Br:10])[CH:7]=[CH:6][C:5]=1[CH2:11][CH2:12][C:13]1[CH:18]=[CH:17][CH:16]=[C:15]([O:19][CH3:20])[C:14]=1[CH3:21].[OH-].[K+].O.CO. The catalyst is C1COCC1. The product is [Br:10][C:8]1[CH:7]=[CH:6][C:5]([CH2:11][CH2:12][C:13]2[CH:18]=[CH:17][CH:16]=[C:15]([O:19][CH3:20])[C:14]=2[CH3:21])=[C:4]([CH:9]=1)[C:3]([OH:22])=[O:2]. The yield is 0.980. (4) The reactants are C(=O)([O-])[O-].[K+].[K+].[C:7]1([NH:13][C:14]2([CH2:20][NH:21][CH2:22][C:23]([O:25][CH2:26][CH3:27])=[O:24])[CH2:19][CH2:18][CH2:17][CH2:16][CH2:15]2)[CH:12]=[CH:11][CH:10]=[CH:9][CH:8]=1.Cl[CH2:29][C:30](Cl)=[O:31].O. The catalyst is CN(C)C=O. The product is [O:31]=[C:30]1[N:21]([CH2:22][C:23]([O:25][CH2:26][CH3:27])=[O:24])[CH2:20][C:14]2([CH2:19][CH2:18][CH2:17][CH2:16][CH2:15]2)[N:13]([C:7]2[CH:12]=[CH:11][CH:10]=[CH:9][CH:8]=2)[CH2:29]1. The yield is 0.970. (5) The reactants are Br[C:2]1[S:3][CH:4]=[CH:5][CH:6]=1.[Mg].[C:8]([O:14][CH3:15])(=[O:13])[C:9](OC)=[O:10].S(=O)(=O)(O)O. The catalyst is C(OCC)C. The product is [CH3:15][O:14][C:8](=[O:13])[C:9]([OH:10])([C:2]1[S:3][CH:4]=[CH:5][CH:6]=1)[C:2]1[S:3][CH:4]=[CH:5][CH:6]=1. The yield is 0.600. (6) The reactants are Cl[C:2]1[N:11]=[CH:10][C:9]2[N:8]([CH2:12][C@H:13]3[CH2:17][O:16]C(C)(C)[O:14]3)[C:7](=[O:20])[C:6]3([CH3:25])[CH2:21][O:22][CH2:23][CH2:24][N:5]3[C:4]=2[N:3]=1.[CH3:26][NH:27][C:28]([NH:30][C:31]1[CH:36]=[CH:35][C:34](B2OC(C)(C)C(C)(C)O2)=[CH:33][CH:32]=1)=[O:29].C(=O)([O-])[O-].[Na+].[Na+]. The catalyst is C1C=CC(P(C2C=CC=CC=2)[C-]2C=CC=C2)=CC=1.C1C=CC(P(C2C=CC=CC=2)[C-]2C=CC=C2)=CC=1.Cl[Pd]Cl.[Fe+2].O1CCOCC1. The product is [OH:14][C@H:13]([CH2:17][OH:16])[CH2:12][N:8]1[C:7](=[O:20])[C:6]2([CH3:25])[CH2:21][O:22][CH2:23][CH2:24][N:5]2[C:4]2[N:3]=[C:2]([C:34]3[CH:33]=[CH:32][C:31]([NH:30][C:28]([NH:27][CH3:26])=[O:29])=[CH:36][CH:35]=3)[N:11]=[CH:10][C:9]1=2. The yield is 0.115. (7) The reactants are [Cl-].O[NH3+:3].[C:4](=[O:7])([O-])[OH:5].[Na+].CS(C)=O.[CH:13]([C:16]1[CH:21]=[CH:20][C:19]([N:22]2[C:27](=[O:28])[C:26]([CH2:29][C:30]3[CH:35]=[CH:34][C:33]([C:36]4[C:37]([C:42]#[N:43])=[CH:38][CH:39]=[CH:40][CH:41]=4)=[CH:32][CH:31]=3)=[C:25]([CH2:44][CH2:45][CH3:46])[N:24]=[C:23]2[CH3:47])=[CH:18][CH:17]=1)([CH3:15])[CH3:14]. The catalyst is O.C(OCC)(=O)C. The product is [CH:13]([C:16]1[CH:17]=[CH:18][C:19]([N:22]2[C:27](=[O:28])[C:26]([CH2:29][C:30]3[CH:35]=[CH:34][C:33]([C:36]4[CH:41]=[CH:40][CH:39]=[CH:38][C:37]=4[C:42]4[NH:3][C:4](=[O:7])[O:5][N:43]=4)=[CH:32][CH:31]=3)=[C:25]([CH2:44][CH2:45][CH3:46])[N:24]=[C:23]2[CH3:47])=[CH:20][CH:21]=1)([CH3:15])[CH3:14]. The yield is 0.660.